Dataset: Full USPTO retrosynthesis dataset with 1.9M reactions from patents (1976-2016). Task: Predict the reactants needed to synthesize the given product. Given the product [Cl:5][C:6]1[CH:31]=[CH:30][C:9]([C:10]([N:12]2[C:20]3[C:15](=[C:16]([F:24])[C:17]([OH:22])=[C:18]([F:21])[CH:19]=3)[C:14]([CH2:25][C:26]([OH:28])=[O:27])=[C:13]2[CH3:29])=[O:11])=[CH:8][CH:7]=1, predict the reactants needed to synthesize it. The reactants are: B(Br)(Br)Br.[Cl:5][C:6]1[CH:31]=[CH:30][C:9]([C:10]([N:12]2[C:20]3[C:15](=[C:16]([F:24])[C:17]([O:22]C)=[C:18]([F:21])[CH:19]=3)[C:14]([CH2:25][C:26]([OH:28])=[O:27])=[C:13]2[CH3:29])=[O:11])=[CH:8][CH:7]=1.